Dataset: NCI-60 drug combinations with 297,098 pairs across 59 cell lines. Task: Regression. Given two drug SMILES strings and cell line genomic features, predict the synergy score measuring deviation from expected non-interaction effect. (1) Drug 1: CC(C)(C#N)C1=CC(=CC(=C1)CN2C=NC=N2)C(C)(C)C#N. Drug 2: COCCOC1=C(C=C2C(=C1)C(=NC=N2)NC3=CC=CC(=C3)C#C)OCCOC.Cl. Cell line: HCT116. Synergy scores: CSS=4.22, Synergy_ZIP=-7.92, Synergy_Bliss=-14.6, Synergy_Loewe=-25.9, Synergy_HSA=-16.5. (2) Drug 1: CN1C(=O)N2C=NC(=C2N=N1)C(=O)N. Drug 2: CN1C2=C(C=C(C=C2)N(CCCl)CCCl)N=C1CCCC(=O)O.Cl. Cell line: NCI-H460. Synergy scores: CSS=0.332, Synergy_ZIP=-1.41, Synergy_Bliss=-3.01, Synergy_Loewe=-1.05, Synergy_HSA=-1.76. (3) Drug 1: COC1=C(C=C2C(=C1)N=CN=C2NC3=CC(=C(C=C3)F)Cl)OCCCN4CCOCC4. Drug 2: CC1=C(N=C(N=C1N)C(CC(=O)N)NCC(C(=O)N)N)C(=O)NC(C(C2=CN=CN2)OC3C(C(C(C(O3)CO)O)O)OC4C(C(C(C(O4)CO)O)OC(=O)N)O)C(=O)NC(C)C(C(C)C(=O)NC(C(C)O)C(=O)NCCC5=NC(=CS5)C6=NC(=CS6)C(=O)NCCC[S+](C)C)O. Cell line: HL-60(TB). Synergy scores: CSS=-1.37, Synergy_ZIP=-0.631, Synergy_Bliss=0.946, Synergy_Loewe=-2.94, Synergy_HSA=-1.95. (4) Drug 1: C1=CC(=CC=C1CCCC(=O)O)N(CCCl)CCCl. Drug 2: CN(C(=O)NC(C=O)C(C(C(CO)O)O)O)N=O. Cell line: NCI-H460. Synergy scores: CSS=21.9, Synergy_ZIP=0.413, Synergy_Bliss=-1.01, Synergy_Loewe=-24.5, Synergy_HSA=-1.42. (5) Drug 1: C1CCC(CC1)NC(=O)N(CCCl)N=O. Drug 2: CS(=O)(=O)CCNCC1=CC=C(O1)C2=CC3=C(C=C2)N=CN=C3NC4=CC(=C(C=C4)OCC5=CC(=CC=C5)F)Cl. Cell line: HCC-2998. Synergy scores: CSS=10.9, Synergy_ZIP=-0.411, Synergy_Bliss=7.14, Synergy_Loewe=4.05, Synergy_HSA=4.33. (6) Drug 1: C1=NC2=C(N=C(N=C2N1C3C(C(C(O3)CO)O)O)F)N. Drug 2: CC1C(C(CC(O1)OC2CC(OC(C2O)C)OC3=CC4=CC5=C(C(=O)C(C(C5)C(C(=O)C(C(C)O)O)OC)OC6CC(C(C(O6)C)O)OC7CC(C(C(O7)C)O)OC8CC(C(C(O8)C)O)(C)O)C(=C4C(=C3C)O)O)O)O. Cell line: SR. Synergy scores: CSS=35.2, Synergy_ZIP=2.75, Synergy_Bliss=3.05, Synergy_Loewe=-43.7, Synergy_HSA=3.59.